Predict the reactants needed to synthesize the given product. From a dataset of Full USPTO retrosynthesis dataset with 1.9M reactions from patents (1976-2016). (1) The reactants are: [C:1]([C:5]1[O:9][N:8]=[C:7]([NH:10][C:11]([NH:13][C:14]2[CH:19]=[CH:18][C:17]([C:20]3[N:21]=[C:22]4[N:26]([CH:27]=3)[C:25]3[CH:28]=[CH:29][C:30]([O:32][CH2:33][CH2:34]Cl)=[CH:31][C:24]=3[S:23]4)=[CH:16][CH:15]=2)=[O:12])[CH:6]=1)([CH3:4])([CH3:3])[CH3:2].[CH2:36]([CH2:38][NH2:39])[OH:37].C(=O)([O-])[O-].[K+].[K+].[I-].[Na+]. Given the product [C:1]([C:5]1[O:9][N:8]=[C:7]([NH:10][C:11]([NH:13][C:14]2[CH:19]=[CH:18][C:17]([C:20]3[N:21]=[C:22]4[N:26]([CH:27]=3)[C:25]3[CH:28]=[CH:29][C:30]([O:32][CH2:33][CH2:34][NH:39][CH2:38][CH2:36][OH:37])=[CH:31][C:24]=3[S:23]4)=[CH:16][CH:15]=2)=[O:12])[CH:6]=1)([CH3:4])([CH3:3])[CH3:2], predict the reactants needed to synthesize it. (2) Given the product [F:11][CH:10]([F:12])[O:9][C:4]1[C:5]([NH2:8])=[N:6][CH:7]=[C:2]([B:14]2[O:13][C:18]([CH3:23])([CH3:19])[C:37]([CH3:38])([CH3:43])[O:40]2)[CH:3]=1, predict the reactants needed to synthesize it. The reactants are: Br[C:2]1[CH:3]=[C:4]([O:9][CH:10]([F:12])[F:11])[C:5]([NH2:8])=[N:6][CH:7]=1.[O:13]1CCO[BH:14]1.[CH:18]1(P(C2CCCCC2)C2CCCCC2)[CH2:23]CCC[CH2:19]1.[C:37]([O-:40])(=O)[CH3:38].[K+].O1CCOC[CH2:43]1. (3) Given the product [C:1]([O:5][C:6](=[O:29])[NH:7][C:8]1[CH2:9][O:10][CH2:11][CH2:12][C:13]([C:19]2[CH:24]=[C:23]([NH2:25])[CH:22]=[CH:21][C:20]=2[F:28])([C:15]([F:17])([F:16])[F:18])[N:14]=1)([CH3:4])([CH3:2])[CH3:3], predict the reactants needed to synthesize it. The reactants are: [C:1]([O:5][C:6](=[O:29])[NH:7][C:8]1[CH2:9][O:10][CH2:11][CH2:12][C:13]([C:19]2[CH:24]=[C:23]([N+:25]([O-])=O)[CH:22]=[CH:21][C:20]=2[F:28])([C:15]([F:18])([F:17])[F:16])[N:14]=1)([CH3:4])([CH3:3])[CH3:2]. (4) The reactants are: [O:1]=[C:2]1[CH2:7][NH:6][CH:5]([C:8]([OH:10])=[O:9])[CH2:4][CH2:3]1.[C:11]([O:15][C:16](O[C:16]([O:15][C:11]([CH3:14])([CH3:13])[CH3:12])=[O:17])=[O:17])([CH3:14])([CH3:13])[CH3:12].C(N(CC)CC)C.Cl. Given the product [C:11]([O:15][C:16]([N:6]1[CH2:7][C:2](=[O:1])[CH2:3][CH2:4][CH:5]1[C:8]([OH:10])=[O:9])=[O:17])([CH3:14])([CH3:13])[CH3:12], predict the reactants needed to synthesize it.